This data is from Reaction yield outcomes from USPTO patents with 853,638 reactions. The task is: Predict the reaction yield, written as a fraction of the theoretical maximum amount of product (1.0 means a 100% yield; for example, 0.34 means a 34% yield). (1) The reactants are [Br:1][C:2]1[CH:3]=[C:4]([C:8]2([C:15]3[CH:20]=[CH:19][C:18]([O:21][CH3:22])=[CH:17][CH:16]=3)[C:12](=S)S[C:10](=[S:14])[NH:9]2)[CH:5]=[CH:6][CH:7]=1.[NH2:23][CH2:24][CH:25]([OH:28])[CH2:26][NH2:27].C(N(CC)CC)C. The catalyst is C(O)C. The product is [Br:1][C:2]1[CH:3]=[C:4]([C:8]2([C:15]3[CH:20]=[CH:19][C:18]([O:21][CH3:22])=[CH:17][CH:16]=3)[C:12]3=[N:23][CH2:24][CH:25]([OH:28])[CH2:26][N:27]3[C:10](=[S:14])[NH:9]2)[CH:5]=[CH:6][CH:7]=1. The yield is 0.960. (2) The reactants are C(OC(=O)[NH:7][CH2:8][C:9](=[O:35])[NH:10][C:11]1[CH:16]=[CH:15][CH:14]=[C:13]([NH:17][C:18](=[O:34])[C:19]([N:21]2[CH2:26][CH2:25][CH:24]([CH2:27][C:28]3[CH:33]=[CH:32][CH:31]=[CH:30][CH:29]=3)[CH2:23][CH2:22]2)=[O:20])[CH:12]=1)(C)(C)C.[ClH:37]. The catalyst is C(OCC)(=O)C. The product is [ClH:37].[NH2:7][CH2:8][C:9]([NH:10][C:11]1[CH:12]=[C:13]([NH:17][C:18](=[O:34])[C:19]([N:21]2[CH2:22][CH2:23][CH:24]([CH2:27][C:28]3[CH:33]=[CH:32][CH:31]=[CH:30][CH:29]=3)[CH2:25][CH2:26]2)=[O:20])[CH:14]=[CH:15][CH:16]=1)=[O:35]. The yield is 0.951. (3) The reactants are C[O:2][C:3]([C:5]1[CH:6]=[C:7]([NH:11][C:12]2[N:17]=[C:16]([NH:18][C:19]3[CH:24]=[CH:23][CH:22]=[C:21]([C:25]([O:27]C)=[O:26])[CH:20]=3)[C:15]([F:29])=[CH:14][N:13]=2)[CH:8]=[CH:9][CH:10]=1)=[O:4].[OH-].[Na+]. The catalyst is C1COCC1.O.C(OCC)(=O)C. The product is [C:3]([C:5]1[CH:6]=[C:7]([NH:11][C:12]2[N:17]=[C:16]([NH:18][C:19]3[CH:24]=[CH:23][CH:22]=[C:21]([C:25]([OH:27])=[O:26])[CH:20]=3)[C:15]([F:29])=[CH:14][N:13]=2)[CH:8]=[CH:9][CH:10]=1)([OH:4])=[O:2]. The yield is 0.580.